Task: Predict the reaction yield, written as a fraction of the theoretical maximum amount of product (1.0 means a 100% yield; for example, 0.34 means a 34% yield).. Dataset: Reaction yield outcomes from USPTO patents with 853,638 reactions (1) The reactants are C1[O:18][CH2:17][CH2:16]OCCOCCOCCOCCOC1.COC(CP(=O)(OCC(F)(F)F)OCC(F)(F)F)=O.C[Si]([N-][Si](C)(C)C)(C)C.[K+].[CH3:48][S:49][C:50]1[N:55]=[C:54]([C:56]2[CH:61]=[CH:60][CH:59]=[CH:58][CH:57]=2)[C:53]([CH:62]=O)=[C:52]([NH:64][C:65]2[CH:70]=[CH:69][CH:68]=[CH:67][CH:66]=2)[N:51]=1.[NH4+].[Cl-]. The catalyst is C1COCC1.C1(C)C=CC=CC=1.C(OCC)C. The product is [CH3:48][S:49][C:50]1[N:55]=[C:54]([C:56]2[CH:61]=[CH:60][CH:59]=[CH:58][CH:57]=2)[C:53]2[CH:62]=[CH:16][C:17](=[O:18])[N:64]([C:65]3[CH:70]=[CH:69][CH:68]=[CH:67][CH:66]=3)[C:52]=2[N:51]=1. The yield is 0.910. (2) The reactants are [CH3:1][C@H:2]1[CH2:11][C:9](=[O:10])[C:5](=[C:6]([CH3:8])[CH3:7])[CH2:4][CH2:3]1.C([O-])(O)=[O:13].[Na+].Cl.[CH3:18][CH2:19]OCC. The yield is 0.640. The catalyst is BrBr.CC[O-].[Na+].O. The product is [CH3:1][C@@H:2]1[CH2:3][CH2:4][C:5](=[C:6]([CH3:7])[CH3:8])[CH:11]1[C:9]([O:10][CH2:18][CH3:19])=[O:13]. (3) The reactants are [C:1]([O:5][C:6]([N:8]1[C:16]2[C:11](=[CH:12][C:13]([O:17][CH2:18][CH:19]=[CH:20][CH2:21]Br)=[CH:14][CH:15]=2)[CH2:10][CH2:9]1)=[O:7])([CH3:4])([CH3:3])[CH3:2].[CH2:23]([CH2:26][NH2:27])[CH:24]=C.[CH3:28]N(C=O)C. No catalyst specified. The product is [C:1]([O:5][C:6]([N:8]1[C:16]2[C:11](=[CH:12][C:13]([O:17][CH2:18][CH:19]=[CH:20][CH2:21][N:27]([CH2:26][CH:23]=[CH2:24])[CH3:28])=[CH:14][CH:15]=2)[CH2:10][CH2:9]1)=[O:7])([CH3:4])([CH3:3])[CH3:2]. The yield is 0.830. (4) The catalyst is C1COCC1. The yield is 0.820. The reactants are [Li]C[CH2:3][CH2:4][CH3:5].[CH3:6]CCCCC.C(OC([N:19]([C:32]([O:34][C:35]([CH3:38])([CH3:37])[CH3:36])=[O:33])[C:20]1[C:25](Br)=[CH:24][C:23]([C:27]([F:30])([F:29])[F:28])=[C:22]([Cl:31])[CH:21]=1)=O)(C)(C)C.[Cl-].[NH4+].[C:41]([O:44]CC)(=[O:43])C. The product is [C:4]([O:44][C:41](=[O:43])[C:25]1[CH:24]=[C:23]([C:27]([F:30])([F:28])[F:29])[C:22]([Cl:31])=[CH:21][C:20]=1[NH:19][C:32]([O:34][C:35]([CH3:36])([CH3:37])[CH3:38])=[O:33])([CH3:3])([CH3:5])[CH3:6]. (5) The reactants are [C:1]([C:3]1[CH:4]=[C:5]2[C:9](=[CH:10][CH:11]=1)[NH:8][CH:7]=[C:6]2[CH2:12][CH2:13][CH2:14][CH2:15][N:16]1[CH2:21][CH2:20][N:19]([C:22]2[CH:23]=[CH:24][C:25]3[O:29][C:28]([C:30]([O:32]CC)=O)=[CH:27][C:26]=3[CH:35]=2)[CH2:18][CH2:17]1)#[N:2].C([NH2:38])=O.CC[O-].[Na+].O. The catalyst is C1COCC1. The product is [C:1]([C:3]1[CH:4]=[C:5]2[C:9](=[CH:10][CH:11]=1)[NH:8][CH:7]=[C:6]2[CH2:12][CH2:13][CH2:14][CH2:15][N:16]1[CH2:21][CH2:20][N:19]([C:22]2[CH:23]=[CH:24][C:25]3[O:29][C:28]([C:30]([NH2:38])=[O:32])=[CH:27][C:26]=3[CH:35]=2)[CH2:18][CH2:17]1)#[N:2]. The yield is 0.860. (6) The reactants are [H-].[Na+].[CH2:3]([OH:6])[CH2:4][OH:5].Br[C:8]1[CH:13]=[CH:12][N:11]=[C:10]([N:14]2[CH:18]=[C:17]([C:19]3[CH:20]=[N:21][N:22]4[C:27](=[O:28])[C:26]([CH2:29][CH3:30])=[C:25]([CH3:31])[NH:24][C:23]=34)[CH:16]=[N:15]2)[CH:9]=1. The catalyst is CN(C=O)C. The product is [CH2:29]([C:26]1[C:27](=[O:28])[N:22]2[N:21]=[CH:20][C:19]([C:17]3[CH:16]=[N:15][N:14]([C:10]4[CH:9]=[C:8]([O:5][CH2:4][CH2:3][OH:6])[CH:13]=[CH:12][N:11]=4)[CH:18]=3)=[C:23]2[NH:24][C:25]=1[CH3:31])[CH3:30]. The yield is 0.170. (7) The reactants are [Cl:1][C:2]1[C:23]2[O:22][C:9]3[C:10](=[O:21])[N:11]([C@@H:13]([CH2:17][CH:18]([CH3:20])[CH3:19])[C:14]([OH:16])=O)[CH2:12][C:8]=3[CH2:7][C:6]=2[CH:5]=[CH:4][CH:3]=1.[NH2:24][C:25]1[CH:30]=[CH:29][CH:28]=[CH:27][N:26]=1.ON1C2C=CC=CC=2N=N1. The catalyst is C(Cl)Cl.O. The product is [N:26]1[CH:27]=[CH:28][CH:29]=[CH:30][C:25]=1[NH:24][C:14](=[O:16])[C@@H:13]([N:11]1[CH2:12][C:8]2[CH2:7][C:6]3[CH:5]=[CH:4][CH:3]=[C:2]([Cl:1])[C:23]=3[O:22][C:9]=2[C:10]1=[O:21])[CH2:17][CH:18]([CH3:20])[CH3:19]. The yield is 0.450. (8) The reactants are [C:1]1(=[O:6])[CH2:5][CH2:4][CH2:3][CH2:2]1.N1C=CC=CC=1.[S:13](O[S:13]([C:16]([F:19])([F:18])[F:17])(=[O:15])=[O:14])([C:16]([F:19])([F:18])[F:17])(=[O:15])=[O:14]. The catalyst is C(Cl)Cl. The product is [C:1]1([O:6][S:13]([C:16]([F:19])([F:18])[F:17])(=[O:15])=[O:14])[CH2:5][CH2:4][CH2:3][CH:2]=1. The yield is 0.220. (9) The reactants are [F:1][C:2]([F:21])([C:11]1[CH:16]=[C:15]([N+:17]([O-:19])=[O:18])[CH:14]=[C:13]([OH:20])[CH:12]=1)[C:3]1[CH:4]=[C:5]([CH:8]=[CH:9][CH:10]=1)[C:6]#[N:7].Br[CH2:23][CH:24]([CH3:26])[CH3:25].C([O-])([O-])=O.[K+].[K+]. The catalyst is CN(C=O)C. The product is [F:1][C:2]([F:21])([C:11]1[CH:16]=[C:15]([N+:17]([O-:19])=[O:18])[CH:14]=[C:13]([O:20][CH2:23][CH:24]([CH3:26])[CH3:25])[CH:12]=1)[C:3]1[CH:4]=[C:5]([CH:8]=[CH:9][CH:10]=1)[C:6]#[N:7]. The yield is 0.670. (10) The reactants are [CH2:1]([O:8][C:9]1[CH:14]=[CH:13][C:12]([Br:15])=[CH:11][C:10]=1[CH:16]([C:20]1[CH:25]=[CH:24][CH:23]=[CH:22][CH:21]=1)[CH2:17][CH2:18][OH:19])[C:2]1[CH:7]=[CH:6][CH:5]=[CH:4][CH:3]=1.N1C=CC=CC=1.[C:32]1([CH3:42])[CH:37]=[CH:36][C:35]([S:38](Cl)(=[O:40])=[O:39])=[CH:34][CH:33]=1. The catalyst is ClCCl. The product is [CH2:1]([O:8][C:9]1[CH:14]=[CH:13][C:12]([Br:15])=[CH:11][C:10]=1[CH:16]([C:20]1[CH:25]=[CH:24][CH:23]=[CH:22][CH:21]=1)[CH2:17][CH2:18][O:19][S:38]([C:35]1[CH:36]=[CH:37][C:32]([CH3:42])=[CH:33][CH:34]=1)(=[O:40])=[O:39])[C:2]1[CH:3]=[CH:4][CH:5]=[CH:6][CH:7]=1. The yield is 0.936.